This data is from Full USPTO retrosynthesis dataset with 1.9M reactions from patents (1976-2016). The task is: Predict the reactants needed to synthesize the given product. (1) Given the product [F:28][C:25]1[CH:24]=[CH:23][C:22]([C:21]2[N:20]=[N:19][N:18]([CH3:29])[C:17]=2[CH2:16][O:15][C:12]2[N:11]=[N:10][C:9]([C:7]([OH:8])=[O:6])=[CH:14][CH:13]=2)=[CH:27][CH:26]=1, predict the reactants needed to synthesize it. The reactants are: O.[OH-].[Li+].C([O:6][C:7]([C:9]1[N:10]=[N:11][C:12]([O:15][CH2:16][C:17]2[N:18]([CH3:29])[N:19]=[N:20][C:21]=2[C:22]2[CH:27]=[CH:26][C:25]([F:28])=[CH:24][CH:23]=2)=[CH:13][CH:14]=1)=[O:8])C. (2) The reactants are: [CH3:1][O:2][C:3]1[CH:4]=[C:5]([CH:8]=[CH:9][C:10]=1[O:11][CH3:12])[CH2:6][NH2:7].[CH2:13]1[CH2:19][S:16](=[O:18])(=[O:17])[O:15][CH2:14]1. Given the product [CH3:1][O:2][C:3]1[CH:4]=[C:5]([CH:8]=[CH:9][C:10]=1[O:11][CH3:12])[CH2:6][NH:7][CH2:14][CH2:13][CH2:19][S:16]([OH:18])(=[O:17])=[O:15], predict the reactants needed to synthesize it. (3) The reactants are: [OH:1][C:2]([C:12]1[CH:17]=[CH:16][C:15]([N+]([O-])=O)=[CH:14][CH:13]=1)([CH3:11])[CH2:3][NH:4][S:5]([CH:8]([CH3:10])[CH3:9])(=[O:7])=[O:6].[H+].[B-](F)(F)(F)F.N([O-])=[O:28].[Na+].[OH-].[Na+]. Given the product [OH:1][C:2]([C:12]1[CH:17]=[CH:16][C:15]([OH:28])=[CH:14][CH:13]=1)([CH3:11])[CH2:3][NH:4][S:5]([CH:8]([CH3:10])[CH3:9])(=[O:7])=[O:6], predict the reactants needed to synthesize it. (4) Given the product [Br:32][C:33]1[C:34]2[N:35]([N:40]=[CH:41][N:42]=2)[CH:36]=[C:37]([C:9]2[CH:10]=[C:11]([CH:28]=[CH:29][CH:30]=2)[C:12]([N:14]2[CH2:20][CH2:19][CH2:18][N:17]([C:21]([O:23][C:24]([CH3:26])([CH3:25])[CH3:27])=[O:22])[CH2:16][CH2:15]2)=[O:13])[CH:38]=1, predict the reactants needed to synthesize it. The reactants are: CC1(C)C(C)(C)OB([C:9]2[CH:10]=[C:11]([CH:28]=[CH:29][CH:30]=2)[C:12]([N:14]2[CH2:20][CH2:19][CH2:18][N:17]([C:21]([O:23][C:24]([CH3:27])([CH3:26])[CH3:25])=[O:22])[CH2:16][CH2:15]2)=[O:13])O1.[Br:32][C:33]1[C:34]2[N:35]([N:40]=[CH:41][N:42]=2)[CH:36]=[C:37](I)[CH:38]=1.C([O-])([O-])=O.[Na+].[Na+].O. (5) Given the product [CH2:1]([NH:8][C:9]1[N:14]2[N:15]=[CH:16][C:17]([Br:18])=[C:13]2[N:12]=[CH:11][C:10]=1[C:19]([N:32]1[CH2:31][CH2:30][N:29]([C:24]2[CH:25]=[CH:26][CH:27]=[CH:28][C:23]=2[Cl:22])[CH2:34][CH2:33]1)=[O:21])[C:2]1[CH:3]=[CH:4][CH:5]=[CH:6][CH:7]=1, predict the reactants needed to synthesize it. The reactants are: [CH2:1]([NH:8][C:9]1[N:14]2[N:15]=[CH:16][C:17]([Br:18])=[C:13]2[N:12]=[CH:11][C:10]=1[C:19]([OH:21])=O)[C:2]1[CH:7]=[CH:6][CH:5]=[CH:4][CH:3]=1.[Cl:22][C:23]1[CH:28]=[CH:27][CH:26]=[CH:25][C:24]=1[N:29]1[CH2:34][CH2:33][NH:32][CH2:31][CH2:30]1. (6) Given the product [Br:14][CH2:13][C:1]1[CH:6]=[CH:5][C:4]([O:7][CH2:8][C:9]([O:11][CH3:12])=[O:10])=[CH:3][CH:2]=1, predict the reactants needed to synthesize it. The reactants are: [C:1]1([CH3:13])[CH:6]=[CH:5][C:4]([O:7][CH2:8][C:9]([O:11][CH3:12])=[O:10])=[CH:3][CH:2]=1.[Br:14]N1C(=O)CCC1=O.C(OOC(=O)C1C=CC=CC=1)(=O)C1C=CC=CC=1.